Dataset: Peptide-MHC class II binding affinity with 134,281 pairs from IEDB. Task: Regression. Given a peptide amino acid sequence and an MHC pseudo amino acid sequence, predict their binding affinity value. This is MHC class II binding data. The peptide sequence is PGMAKIPAGELQIID. The binding affinity (normalized) is 0.443. The MHC is DRB3_0101 with pseudo-sequence DRB3_0101.